This data is from Reaction yield outcomes from USPTO patents with 853,638 reactions. The task is: Predict the reaction yield, written as a fraction of the theoretical maximum amount of product (1.0 means a 100% yield; for example, 0.34 means a 34% yield). (1) The reactants are [CH3:1][O:2][CH2:3][C@@H:4]1[CH2:8][N:7]([C:9]([O:11][CH2:12][C:13]2[CH:18]=[CH:17][CH:16]=[CH:15][CH:14]=2)=[O:10])[C@H:6]([C:19]2[NH:20][C:21]([C:24]3[CH:29]=[CH:28][C:27](B4OC(C)(C)C(C)(C)O4)=[CH:26][CH:25]=3)=[CH:22][N:23]=2)[CH2:5]1.Br[C:40]1[CH:45]=[CH:44][C:43]([C:46](=[O:56])[CH2:47][NH:48][C:49](=[O:55])[O:50][C:51]([CH3:54])([CH3:53])[CH3:52])=[CH:42][CH:41]=1.C([O-])([O-])=O.[K+].[K+]. The catalyst is COCCOC.C1C=CC([P]([Pd]([P](C2C=CC=CC=2)(C2C=CC=CC=2)C2C=CC=CC=2)([P](C2C=CC=CC=2)(C2C=CC=CC=2)C2C=CC=CC=2)[P](C2C=CC=CC=2)(C2C=CC=CC=2)C2C=CC=CC=2)(C2C=CC=CC=2)C2C=CC=CC=2)=CC=1. The product is [C:51]([O:50][C:49]([NH:48][CH2:47][C:46]([C:43]1[CH:42]=[CH:41][C:40]([C:27]2[CH:28]=[CH:29][C:24]([C:21]3[NH:20][C:19]([C@@H:6]4[CH2:5][C@H:4]([CH2:3][O:2][CH3:1])[CH2:8][N:7]4[C:9]([O:11][CH2:12][C:13]4[CH:14]=[CH:15][CH:16]=[CH:17][CH:18]=4)=[O:10])=[N:23][CH:22]=3)=[CH:25][CH:26]=2)=[CH:45][CH:44]=1)=[O:56])=[O:55])([CH3:54])([CH3:52])[CH3:53]. The yield is 0.560. (2) The reactants are [F:1][C:2]([F:25])([F:24])[C:3]([O:5][C:6]1([CH2:9][CH2:10][CH2:11][O:12][C:13]2[C:18]([C:19](=O)[NH2:20])=[CH:17][C:16]([Cl:22])=[C:15]([Cl:23])[N:14]=2)[CH2:8][CH2:7]1)=[O:4].O=P(Cl)(Cl)Cl.N1C=CC=CC=1. The catalyst is CC#N.[OH-].[Na+]. The product is [F:24][C:2]([F:1])([F:25])[C:3]([O:5][C:6]1([CH2:9][CH2:10][CH2:11][O:12][C:13]2[C:18]([C:19]#[N:20])=[CH:17][C:16]([Cl:22])=[C:15]([Cl:23])[N:14]=2)[CH2:8][CH2:7]1)=[O:4]. The yield is 0.970. (3) The reactants are C1COCC1.C(O)C.C[O:10][C:11](=O)[C:12]1[CH:17]=[C:16]([C:18]([F:21])([F:20])[F:19])[CH:15]=[C:14]([NH:22][C:23](=[O:32])[CH2:24][S:25][C:26]2[CH:31]=[CH:30][CH:29]=[CH:28][CH:27]=2)[CH:13]=1.[BH4-].[Na+]. The catalyst is C(OCC)(=O)C. The product is [OH:10][CH2:11][C:12]1[CH:13]=[C:14]([NH:22][C:23](=[O:32])[CH2:24][S:25][C:26]2[CH:31]=[CH:30][CH:29]=[CH:28][CH:27]=2)[CH:15]=[C:16]([C:18]([F:21])([F:20])[F:19])[CH:17]=1. The yield is 0.540. (4) The reactants are Cl.[NH:2]1[CH2:5][CH:4]([C:6]2[C:11]([Br:12])=[CH:10][N:9]=[C:8]([Cl:13])[N:7]=2)[CH2:3]1.CN(C(ON1N=NC2C=CC=NC1=2)=[N+](C)C)C.F[P-](F)(F)(F)(F)F.[NH:38]1[C:42]2[CH:43]=[CH:44][CH:45]=[CH:46][C:41]=2[N:40]=[C:39]1[C:47](O)=[O:48]. The catalyst is C(Cl)Cl. The product is [NH:38]1[C:42]2[CH:43]=[CH:44][CH:45]=[CH:46][C:41]=2[N:40]=[C:39]1[C:47]([N:2]1[CH2:5][CH:4]([C:6]2[C:11]([Br:12])=[CH:10][N:9]=[C:8]([Cl:13])[N:7]=2)[CH2:3]1)=[O:48]. The yield is 0.270. (5) The reactants are [Br:1][C:2]1[S:6][C:5]([C:7]([OH:9])=O)=[CH:4][CH:3]=1.O.O[N:12]1C2C=CC=CC=2N=N1.C(N=C=NCCCN(C)C)C.N. The catalyst is CN(C=O)C. The product is [Br:1][C:2]1[S:6][C:5]([C:7]([NH2:12])=[O:9])=[CH:4][CH:3]=1. The yield is 0.840. (6) The reactants are [CH2:1]([O:5][C:6]1[CH:11]=[CH:10][C:9]([N+:12]([O-:14])=[O:13])=[CH:8][CH:7]=1)[CH2:2][CH:3]=[CH2:4].[CH3:15][SiH:16]([CH3:29])[O:17][Si:18]([CH3:28])([CH3:27])[O:19][Si:20]([CH3:26])([CH3:25])[O:21][SiH:22]([CH3:24])[CH3:23].[C:30]1(C)[C:31](C)=[CH:32][CH:33]=[CH:34][CH:35]=1. The catalyst is C1(C)C=CC=CC=1. The product is [N+:12]([C:9]1[CH:10]=[CH:11][C:6]([O:5][CH2:1][CH2:2][CH2:3][CH2:4][Si:22]([CH3:23])([CH3:24])[O:21][Si:20]([CH3:25])([CH3:26])[O:19][Si:18]([CH3:27])([CH3:28])[O:17][Si:16]([CH2:4][CH2:3][CH2:2][CH2:1][O:5][C:34]2[CH:33]=[CH:32][C:31]([N+:12]([O-:14])=[O:13])=[CH:30][CH:35]=2)([CH3:29])[CH3:15])=[CH:7][CH:8]=1)([O-:14])=[O:13]. The yield is 0.750. (7) The reactants are [NH:1]1[CH2:6][CH2:5][CH2:4][C@@H:3]([NH:7][C:8](=[O:14])[O:9][C:10]([CH3:13])([CH3:12])[CH3:11])[CH2:2]1.[Br:15][C:16]1[C:17](F)=[C:18]2[C:24]([NH:25][C:26](=[O:34])[C:27]3[CH:32]=[C:31]([CH3:33])[CH:30]=[N:29][CH:28]=3)=[CH:23][NH:22][C:19]2=[N:20][CH:21]=1. The catalyst is CCCCO. The product is [Br:15][C:16]1[C:17]([N:1]2[CH2:6][CH2:5][CH2:4][C@@H:3]([NH:7][C:8](=[O:14])[O:9][C:10]([CH3:11])([CH3:13])[CH3:12])[CH2:2]2)=[C:18]2[C:24]([NH:25][C:26](=[O:34])[C:27]3[CH:32]=[C:31]([CH3:33])[CH:30]=[N:29][CH:28]=3)=[CH:23][NH:22][C:19]2=[N:20][CH:21]=1. The yield is 0.310.